Dataset: Reaction yield outcomes from USPTO patents with 853,638 reactions. Task: Predict the reaction yield, written as a fraction of the theoretical maximum amount of product (1.0 means a 100% yield; for example, 0.34 means a 34% yield). (1) The reactants are Br[C:2]1[S:3][C:4]([C:7]2[CH:8]=[N:9][N:10]3[CH:15]=[CH:14][C:13]([N:16]4[CH2:20][CH2:19][CH2:18][C@@H:17]4[C:21]4[CH:26]=[C:25]([F:27])[CH:24]=[CH:23][C:22]=4[F:28])=[N:12][C:11]=23)=[N:5][N:6]=1.[NH:29]1[CH2:34][CH2:33][NH:32][CH2:31][CH2:30]1.CCN(C(C)C)C(C)C.O. The catalyst is CN(C=O)C. The product is [F:28][C:22]1[CH:23]=[CH:24][C:25]([F:27])=[CH:26][C:21]=1[C@H:17]1[CH2:18][CH2:19][CH2:20][N:16]1[C:13]1[CH:14]=[CH:15][N:10]2[N:9]=[CH:8][C:7]([C:4]3[S:3][C:2]([N:29]4[CH2:34][CH2:33][NH:32][CH2:31][CH2:30]4)=[N:6][N:5]=3)=[C:11]2[N:12]=1. The yield is 0.130. (2) The reactants are [Cl:1][C:2]1[CH:7]=[C:6]([C:8]2[CH:13]=[CH:12][C:11]([O:14][CH2:15][CH3:16])=[CH:10][CH:9]=2)[N:5]=[C:4]([NH2:17])[N:3]=1.[C:18](OC(=O)C)(=[O:20])C. The catalyst is O. The product is [Cl:1][C:2]1[CH:7]=[C:6]([C:8]2[CH:9]=[CH:10][C:11]([O:14][CH2:15][CH3:16])=[CH:12][CH:13]=2)[N:5]=[C:4]([NH:17][CH:18]=[O:20])[N:3]=1. The yield is 0.710. (3) The product is [CH3:2][O:3][C:4]1[CH:9]=[C:8]([CH3:10])[CH:7]=[CH:6][C:5]=1[CH2:11][N:12]([CH2:36][CH2:35][C:32]1[CH:31]=[CH:30][C:29]([CH3:28])=[CH:34][N:33]=1)[C:22](=[O:24])[C:21]([NH2:15])=[O:27]. The yield is 0.300. The reactants are Cl.[CH3:2][O:3][C:4]1[CH:9]=[C:8]([CH3:10])[CH:7]=[CH:6][C:5]=1[CH2:11][NH2:12].C([N:15](CC)CC)C.Cl[C:21](=[O:27])[C:22]([O:24]CC)=O.[CH3:28][C:29]1[CH:30]=[CH:31][C:32]([CH2:35][CH2:36]N)=[N:33][CH:34]=1. The catalyst is C(#N)C. (4) The reactants are [NH2:1][C:2]1[S:3][CH:4]=[CH:5][C:6]=1[C:7]([O:9][CH3:10])=[O:8].[OH-].[K+].ClC(OC(Cl)(Cl)Cl)=[O:15]. The catalyst is O. The product is [NH:1]1[C:2]2[S:3][CH:4]=[CH:5][C:6]=2[C:7](=[O:8])[O:9][C:10]1=[O:15]. The yield is 0.880. (5) The reactants are [CH2:1]([C:5]1[N:6]=[C:7]([CH2:27][CH3:28])[NH:8][C:9](=[O:26])[C:10]=1[CH2:11][C:12]1[CH:17]=[CH:16][C:15]([C:18]2[C:19]([C:24]#[N:25])=[CH:20][CH:21]=[CH:22][CH:23]=2)=[CH:14][CH:13]=1)[CH2:2][CH2:3][CH3:4].Br[CH2:30][C:31](=[O:36])[C:32]([CH3:35])([CH3:34])[CH3:33].C(=O)([O-])[O-].[Cs+].[Cs+]. The catalyst is CN(C)C=O.C(OCC)(=O)C. The product is [CH2:1]([C:5]1[N:6]=[C:7]([CH2:27][CH3:28])[N:8]([CH2:30][C:31](=[O:36])[C:32]([CH3:35])([CH3:34])[CH3:33])[C:9](=[O:26])[C:10]=1[CH2:11][C:12]1[CH:17]=[CH:16][C:15]([C:18]2[C:19]([C:24]#[N:25])=[CH:20][CH:21]=[CH:22][CH:23]=2)=[CH:14][CH:13]=1)[CH2:2][CH2:3][CH3:4]. The yield is 0.150. (6) The reactants are [C:1]([O:5][C:6]([NH:8][C@:9]1([C:14]([OH:16])=O)[CH2:11][C@H:10]1[CH:12]=[CH2:13])=[O:7])([CH3:4])([CH3:3])[CH3:2].C1N=CN(C(N2C=NC=C2)=O)C=1.[CH:29]1([S:32]([NH2:35])(=[O:34])=[O:33])[CH2:31][CH2:30]1.C1CCN2C(=NCCC2)CC1. The catalyst is C1COCC1. The product is [C:1]([O:5][C:6]([NH:8][C@:9]1([C:14]([NH:35][S:32]([CH:29]2[CH2:31][CH2:30]2)(=[O:34])=[O:33])=[O:16])[CH2:11][C@H:10]1[CH:12]=[CH2:13])=[O:7])([CH3:2])([CH3:3])[CH3:4]. The yield is 0.920.